Dataset: NCI-60 drug combinations with 297,098 pairs across 59 cell lines. Task: Regression. Given two drug SMILES strings and cell line genomic features, predict the synergy score measuring deviation from expected non-interaction effect. (1) Drug 1: C1=NC2=C(N=C(N=C2N1C3C(C(C(O3)CO)O)F)Cl)N. Drug 2: C(CC(=O)O)C(=O)CN.Cl. Cell line: COLO 205. Synergy scores: CSS=-1.65, Synergy_ZIP=-2.19, Synergy_Bliss=0.0459, Synergy_Loewe=-1.08, Synergy_HSA=-3.24. (2) Cell line: MOLT-4. Synergy scores: CSS=82.7, Synergy_ZIP=-0.749, Synergy_Bliss=-1.48, Synergy_Loewe=-1.84, Synergy_HSA=1.56. Drug 1: CC1OCC2C(O1)C(C(C(O2)OC3C4COC(=O)C4C(C5=CC6=C(C=C35)OCO6)C7=CC(=C(C(=C7)OC)O)OC)O)O. Drug 2: C1CC(C1)(C(=O)O)C(=O)O.[NH2-].[NH2-].[Pt+2]. (3) Cell line: HCT116. Drug 1: CCC1=CC2CC(C3=C(CN(C2)C1)C4=CC=CC=C4N3)(C5=C(C=C6C(=C5)C78CCN9C7C(C=CC9)(C(C(C8N6C)(C(=O)OC)O)OC(=O)C)CC)OC)C(=O)OC.C(C(C(=O)O)O)(C(=O)O)O. Drug 2: CC12CCC3C(C1CCC2OP(=O)(O)O)CCC4=C3C=CC(=C4)OC(=O)N(CCCl)CCCl.[Na+]. Synergy scores: CSS=39.5, Synergy_ZIP=-3.35, Synergy_Bliss=-1.42, Synergy_Loewe=-33.3, Synergy_HSA=-0.0740. (4) Drug 1: C1=NC2=C(N=C(N=C2N1C3C(C(C(O3)CO)O)F)Cl)N. Drug 2: C(CCl)NC(=O)N(CCCl)N=O. Cell line: NCI-H322M. Synergy scores: CSS=-6.42, Synergy_ZIP=2.39, Synergy_Bliss=-2.21, Synergy_Loewe=-0.530, Synergy_HSA=-6.59. (5) Drug 1: C1=CC(=CC=C1C#N)C(C2=CC=C(C=C2)C#N)N3C=NC=N3. Drug 2: CCCCCOC(=O)NC1=NC(=O)N(C=C1F)C2C(C(C(O2)C)O)O. Cell line: 786-0. Synergy scores: CSS=-16.2, Synergy_ZIP=13.1, Synergy_Bliss=11.2, Synergy_Loewe=-23.8, Synergy_HSA=-24.5.